This data is from Catalyst prediction with 721,799 reactions and 888 catalyst types from USPTO. The task is: Predict which catalyst facilitates the given reaction. (1) Reactant: C(O)(C(F)(F)F)=O.[NH2:8][C:9]1[N:17]=[C:16]([O:18][CH2:19][CH2:20][CH2:21][CH3:22])[N:15]=[C:14]2[C:10]=1[NH:11][C:12](=[O:55])[N:13]2[CH2:23][CH2:24][CH2:25][N:26]([CH2:43][C:44]1[CH:49]=[CH:48][CH:47]=[C:46]([CH2:50][C:51]([O:53][CH3:54])=[O:52])[CH:45]=1)[CH:27]1[CH2:32][CH2:31][N:30]([CH2:33][CH2:34][CH2:35][C:36]([O:38]C(C)(C)C)=[O:37])[CH2:29][CH2:28]1. Product: [NH2:8][C:9]1[N:17]=[C:16]([O:18][CH2:19][CH2:20][CH2:21][CH3:22])[N:15]=[C:14]2[C:10]=1[NH:11][C:12](=[O:55])[N:13]2[CH2:23][CH2:24][CH2:25][N:26]([CH2:43][C:44]1[CH:49]=[CH:48][CH:47]=[C:46]([CH2:50][C:51]([O:53][CH3:54])=[O:52])[CH:45]=1)[CH:27]1[CH2:28][CH2:29][N:30]([CH2:33][CH2:34][CH2:35][C:36]([OH:38])=[O:37])[CH2:31][CH2:32]1. The catalyst class is: 2. (2) Reactant: [NH2:1][C:2]1[C:3]2[N:4]([C:8]([N:12]3[CH2:17][CH2:16][CH2:15][CH:14]([C:18]([O:20][CH3:21])=[O:19])[CH2:13]3)=[N:9][C:10]=2Br)[CH:5]=[CH:6][N:7]=1.CC1(C)C(C)(C)OB([C:30]2[CH:48]=[CH:47][C:33]([C:34]([NH:36][C:37]3[CH:42]=[C:41]([C:43]([F:46])([F:45])[F:44])[CH:40]=[CH:39][N:38]=3)=[O:35])=[CH:32][CH:31]=2)O1.C([O-])([O-])=O.[K+].[K+]. Product: [NH2:1][C:2]1[C:3]2[N:4]([C:8]([N:12]3[CH2:17][CH2:16][CH2:15][CH:14]([C:18]([O:20][CH3:21])=[O:19])[CH2:13]3)=[N:9][C:10]=2[C:30]2[CH:48]=[CH:47][C:33]([C:34](=[O:35])[NH:36][C:37]3[CH:42]=[C:41]([C:43]([F:44])([F:45])[F:46])[CH:40]=[CH:39][N:38]=3)=[CH:32][CH:31]=2)[CH:5]=[CH:6][N:7]=1. The catalyst class is: 75. (3) Reactant: [Br:1][C:2]1[CH:3]=[C:4]([C:9]2([C:17]3[CH:22]=[CH:21][CH:20]=[C:19]([OH:23])[CH:18]=3)[NH:13][C:12](=[S:14])[N:11]([CH3:15])[C:10]2=[O:16])[CH:5]=[CH:6][C:7]=1[F:8].C(N(CC)CC)C.[CH3:31][S:32](Cl)(=[O:34])=[O:33]. Product: [CH3:31][S:32]([O:23][C:19]1[CH:20]=[CH:21][CH:22]=[C:17]([C:9]2([C:4]3[CH:5]=[CH:6][C:7]([F:8])=[C:2]([Br:1])[CH:3]=3)[C:10](=[O:16])[N:11]([CH3:15])[C:12](=[S:14])[NH:13]2)[CH:18]=1)(=[O:34])=[O:33]. The catalyst class is: 4. (4) Reactant: [NH2:1][C@H:2]1[CH2:7][CH2:6][C@H:5]([NH:8][C:9]2[CH:14]=[C:13]([C:15]3[CH:20]=[CH:19][CH:18]=[C:17]([NH:21][CH2:22][CH:23]4[CH2:28][CH2:27][O:26][CH2:25][CH2:24]4)[N:16]=3)[C:12]([Cl:29])=[CH:11][N:10]=2)[CH2:4][CH2:3]1.[F:30][C:31]([F:36])([F:35])[C@@H:32]1[O:34][CH2:33]1. Product: [Cl:29][C:12]1[C:13]([C:15]2[CH:20]=[CH:19][CH:18]=[C:17]([NH:21][CH2:22][CH:23]3[CH2:28][CH2:27][O:26][CH2:25][CH2:24]3)[N:16]=2)=[CH:14][C:9]([NH:8][C@H:5]2[CH2:6][CH2:7][C@H:2]([NH:1][CH2:33][C@@H:32]([OH:34])[C:31]([F:36])([F:35])[F:30])[CH2:3][CH2:4]2)=[N:10][CH:11]=1. The catalyst class is: 41. (5) Reactant: [O:1]1[CH2:6][CH:5]([O:7][C:8](=[O:30])[NH:9][C@@H:10]([CH2:23][C:24]2[CH:29]=[CH:28][CH:27]=[CH:26][CH:25]=2)[C@H:11]([OH:22])[CH2:12][NH:13][CH2:14][C:15]([CH3:21])([CH3:20])[CH2:16][CH2:17][C:18]#[N:19])[CH2:4][O:3][CH2:2]1.C(N(C(C)C)CC)(C)C.[O:40]1[C:44]2[CH:45]=[CH:46][C:47]([S:49](Cl)(=[O:51])=[O:50])=[CH:48][C:43]=2[O:42][CH2:41]1. Product: [O:1]1[CH2:6][CH:5]([O:7][C:8](=[O:30])[NH:9][C@@H:10]([CH2:23][C:24]2[CH:25]=[CH:26][CH:27]=[CH:28][CH:29]=2)[C@H:11]([OH:22])[CH2:12][N:13]([S:49]([C:47]2[CH:46]=[CH:45][C:44]3[O:40][CH2:41][O:42][C:43]=3[CH:48]=2)(=[O:50])=[O:51])[CH2:14][C:15]([CH3:21])([CH3:20])[CH2:16][CH2:17][C:18]#[N:19])[CH2:4][O:3][CH2:2]1. The catalyst class is: 2. (6) Reactant: [CH2:1]([C:3]1[C:4]([CH2:13][C:14]2[NH:18][C:17]3[CH:19]=[CH:20][C:21]([C:23]#[N:24])=[CH:22][C:16]=3[N:15]=2)=[C:5]2[C:9](=[C:10]([CH3:12])[CH:11]=1)[NH:8][CH:7]=[CH:6]2)[CH3:2].[F:25][C:26]([F:37])([F:36])[C:27](O[C:27](=[O:28])[C:26]([F:37])([F:36])[F:25])=[O:28]. Product: [CH2:1]([C:3]1[C:4]([CH2:13][C:14]2[NH:18][C:17]3[CH:19]=[CH:20][C:21]([C:23]#[N:24])=[CH:22][C:16]=3[N:15]=2)=[C:5]2[C:9](=[C:10]([CH3:12])[CH:11]=1)[NH:8][CH:7]=[C:6]2[C:27](=[O:28])[C:26]([F:37])([F:36])[F:25])[CH3:2]. The catalyst class is: 2. (7) Reactant: [Br:1][C:2]1[C:3]([CH3:19])=[C:4]([NH:13][CH:14]2[CH2:18][CH2:17][CH2:16][CH2:15]2)[C:5]([CH3:12])=[C:6]([CH:11]=1)[C:7]([O:9][CH3:10])=[O:8].[C:20](=O)([O-])[O-].[Cs+].[Cs+].C(I)C. Product: [Br:1][C:2]1[C:3]([CH3:19])=[C:4]([N:13]([CH:14]2[CH2:18][CH2:17][CH2:16][CH2:15]2)[CH3:20])[C:5]([CH3:12])=[C:6]([CH:11]=1)[C:7]([O:9][CH3:10])=[O:8]. The catalyst class is: 3. (8) Reactant: [NH4+:1].[OH-].[OH:3][CH2:4][CH:5]1[CH2:10][CH2:9][C:8](=O)[CH2:7][CH2:6]1.[NH4+:12].[Cl-].[C-:14]#N.[Na+]. The catalyst class is: 5. Product: [NH2:1][C:8]1([C:14]#[N:12])[CH2:9][CH2:10][CH:5]([CH2:4][OH:3])[CH2:6][CH2:7]1. (9) Reactant: [CH3:1][C:2]1[CH:7]=[CH:6][C:5]([NH2:8])=[CH:4][C:3]=1[NH:9][C:10]1[N:15]=[C:14]([C:16]2[CH:21]=[N:20][CH:19]=[CH:18][N:17]=2)[CH:13]=[CH:12][N:11]=1.[F:22][C:23]([F:36])([F:35])[CH2:24][O:25][C:26]1[CH:27]=[C:28]([CH:32]=[CH:33][CH:34]=1)[C:29](O)=[O:30].F[P-](F)(F)(F)(F)F.N1(O[P+](N(C)C)(N(C)C)N(C)C)C2C=CC=CC=2N=N1.CCN(C(C)C)C(C)C. Product: [CH3:1][C:2]1[CH:7]=[CH:6][C:5]([NH:8][C:29](=[O:30])[C:28]2[CH:32]=[CH:33][CH:34]=[C:26]([O:25][CH2:24][C:23]([F:36])([F:22])[F:35])[CH:27]=2)=[CH:4][C:3]=1[NH:9][C:10]1[N:15]=[C:14]([C:16]2[CH:21]=[N:20][CH:19]=[CH:18][N:17]=2)[CH:13]=[CH:12][N:11]=1. The catalyst class is: 18. (10) Reactant: [CH:1]([C:3]1[CH:8]=[CH:7][C:6]([S:9]([N:12]2[CH2:16][CH2:15][CH2:14][C@H:13]2[C:17]([OH:19])=[O:18])(=[O:11])=[O:10])=[CH:5][CH:4]=1)=[O:2].[Cl:20][C:21]1[CH:22]=[N+:23]([O-:41])[CH:24]=[C:25]([Cl:40])[C:26]=1[CH2:27][C@@H:28]([C:30]1[CH:35]=[CH:34][C:33]([O:36][CH3:37])=[C:32]([O:38][CH3:39])[CH:31]=1)O.C(Cl)CCl. Product: [Cl:40][C:25]1[CH:24]=[N+:23]([O-:41])[CH:22]=[C:21]([Cl:20])[C:26]=1[CH2:27][C@H:28]([O:18][C:17]([C@@H:13]1[CH2:14][CH2:15][CH2:16][N:12]1[S:9]([C:6]1[CH:5]=[CH:4][C:3]([CH:1]=[O:2])=[CH:8][CH:7]=1)(=[O:10])=[O:11])=[O:19])[C:30]1[CH:35]=[CH:34][C:33]([O:36][CH3:37])=[C:32]([O:38][CH3:39])[CH:31]=1. The catalyst class is: 239.